Dataset: Forward reaction prediction with 1.9M reactions from USPTO patents (1976-2016). Task: Predict the product of the given reaction. (1) Given the reactants [NH3:1].CS(O[CH:7]1[CH2:10][N:9]([CH:11]([C:19]2[CH:24]=[CH:23][C:22]([Cl:25])=[CH:21][CH:20]=2)[C:12]2[CH:17]=[CH:16][C:15]([Cl:18])=[CH:14][CH:13]=2)[CH2:8]1)(=O)=O, predict the reaction product. The product is: [Cl:18][C:15]1[CH:16]=[CH:17][C:12]([CH:11]([C:19]2[CH:24]=[CH:23][C:22]([Cl:25])=[CH:21][CH:20]=2)[N:9]2[CH2:10][CH:7]([NH2:1])[CH2:8]2)=[CH:13][CH:14]=1. (2) Given the reactants C([NH:5][C:6]1[N:25]=[CH:24][C:9]2[CH2:10][CH2:11][CH:12]3[CH2:19][CH2:18][CH:17]([C:20]([O:22][CH3:23])=[O:21])[CH2:16][N:13]3[C:14](=[O:15])[C:8]=2[CH:7]=1)(C)(C)C, predict the reaction product. The product is: [NH2:5][C:6]1[N:25]=[CH:24][C:9]2[CH2:10][CH2:11][CH:12]3[CH2:19][CH2:18][CH:17]([C:20]([O:22][CH3:23])=[O:21])[CH2:16][N:13]3[C:14](=[O:15])[C:8]=2[CH:7]=1. (3) Given the reactants Cl[C:2]1[N:6]([CH2:7][C:8]2[CH:13]=[CH:12][C:11]([O:14][CH3:15])=[CH:10][CH:9]=2)[C:5]2[C:16]([Cl:25])=[CH:17][CH:18]=[C:19]([CH:20]([CH2:23][CH3:24])[CH2:21][CH3:22])[C:4]=2[N:3]=1.CN1CCCC1=O.[Cl:33][C:34]1[CH:39]=[C:38]([Cl:40])[CH:37]=[C:36]([CH3:41])[C:35]=1[OH:42].C(=O)([O-])[O-].[K+].[K+], predict the reaction product. The product is: [Cl:25][C:16]1[C:5]2[N:6]([CH2:7][C:8]3[CH:9]=[CH:10][C:11]([O:14][CH3:15])=[CH:12][CH:13]=3)[C:2]([O:42][C:35]3[C:36]([CH3:41])=[CH:37][C:38]([Cl:40])=[CH:39][C:34]=3[Cl:33])=[N:3][C:4]=2[C:19]([CH:20]([CH2:23][CH3:24])[CH2:21][CH3:22])=[CH:18][CH:17]=1. (4) The product is: [CH3:11][O:12][C:13]1[CH:14]=[CH:15][C:16]([CH2:17][S:18]([C:21]2[C:22](=[O:23])[O:10][C:4]3[C:5]([CH:6]=2)=[CH:8][CH:9]=[C:2]([OH:1])[CH:3]=3)(=[O:19])=[O:20])=[CH:25][CH:26]=1. Given the reactants [OH:1][C:2]1[CH:3]=[C:4]([OH:10])[C:5](=[CH:8][CH:9]=1)[CH:6]=O.[CH3:11][O:12][C:13]1[CH:26]=[CH:25][C:16]([CH2:17][S:18]([CH2:21][C:22](O)=[O:23])(=[O:20])=[O:19])=[CH:15][CH:14]=1, predict the reaction product. (5) Given the reactants Br[C:2]1[C:3]([NH:10][CH2:11][CH2:12][CH:13]2[CH2:17][CH2:16][CH2:15][CH2:14]2)=[N:4][C:5]([C:8]#[N:9])=[N:6][CH:7]=1.[CH2:18]([O:21][C:22]1[CH:27]=[CH:26][C:25]([N:28]2[CH2:33][CH2:32][N:31]([C:34](=[O:36])[CH3:35])[CH2:30][CH2:29]2)=[CH:24][CH:23]=1)[C:19]#[CH:20].CCN(CC)CC.C1CCN2C(=NCCC2)CC1, predict the reaction product. The product is: [C:34]([N:31]1[CH2:30][CH2:29][N:28]([C:25]2[CH:26]=[CH:27][C:22]([O:21][CH2:18][C:19]3[N:10]([CH2:11][CH2:12][CH:13]4[CH2:17][CH2:16][CH2:15][CH2:14]4)[C:3]4[N:4]=[C:5]([C:8]#[N:9])[N:6]=[CH:7][C:2]=4[CH:20]=3)=[CH:23][CH:24]=2)[CH2:33][CH2:32]1)(=[O:36])[CH3:35]. (6) Given the reactants [Br:1][C:2]1[CH:7]=[CH:6][C:5]([S:8]([N:11]([CH2:13][C:14]2[S:15][CH:16]=[C:17]([C:19]([O:21]CC)=[O:20])[N:18]=2)[CH3:12])(=[O:10])=[O:9])=[CH:4][CH:3]=1.[OH-].[Li+], predict the reaction product. The product is: [Br:1][C:2]1[CH:7]=[CH:6][C:5]([S:8]([N:11]([CH2:13][C:14]2[S:15][CH:16]=[C:17]([C:19]([OH:21])=[O:20])[N:18]=2)[CH3:12])(=[O:10])=[O:9])=[CH:4][CH:3]=1.